From a dataset of Full USPTO retrosynthesis dataset with 1.9M reactions from patents (1976-2016). Predict the reactants needed to synthesize the given product. (1) Given the product [ClH:29].[CH3:28][O:27][CH:3]([O:2][CH3:1])[C:4]1[N:5]=[C:6]2[C:11]([CH2:10][CH2:9][CH2:8][NH:7]2)=[CH:12][C:13]=1[CH:14]1[CH2:15][CH2:16][NH:17][CH2:18][CH2:19]1, predict the reactants needed to synthesize it. The reactants are: [CH3:1][O:2][CH:3]([O:27][CH3:28])[C:4]1[C:13]([CH:14]2[CH2:19][CH2:18][N:17](C(OC(C)(C)C)=O)[CH2:16][CH2:15]2)=[CH:12][C:11]2[CH2:10][CH2:9][CH2:8][NH:7][C:6]=2[N:5]=1.[ClH:29]. (2) Given the product [CH3:7][C:6]1([CH3:8])[C:2]([CH3:1])([CH3:23])[O:3][B:4]([C:9]2[CH:18]=[C:17]3[C:12]([CH:13]=[CH:14][CH:15]=[C:16]3[C:19]([OH:21])=[O:20])=[CH:11][CH:10]=2)[O:5]1, predict the reactants needed to synthesize it. The reactants are: [CH3:1][C:2]1([CH3:23])[C:6]([CH3:8])([CH3:7])[O:5][B:4]([C:9]2[CH:18]=[C:17]3[C:12]([CH:13]=[CH:14][CH:15]=[C:16]3[C:19]([O:21]C)=[O:20])=[CH:11][CH:10]=2)[O:3]1.O.[Li+].[OH-]. (3) Given the product [CH3:41][O:45][C:21]1[CH:20]=[CH:19][C:24]2[N:25]=[C:26]([NH:28][C:14](=[O:16])[CH2:13][C:10]3[CH:9]=[CH:8][C:7]([C:4]4[CH:3]=[CH:2][N:1]=[CH:6][CH:5]=4)=[CH:12][CH:11]=3)[S:27][C:23]=2[CH:22]=1, predict the reactants needed to synthesize it. The reactants are: [N:1]1[CH:6]=[CH:5][C:4]([C:7]2[CH:12]=[CH:11][C:10]([CH2:13][C:14]([OH:16])=O)=[CH:9][CH:8]=2)=[CH:3][CH:2]=1.CO[C:19]1[C:24]2[N:25]=[C:26]([NH2:28])[S:27][C:23]=2[CH:22]=[CH:21][CH:20]=1.CCN(C(C)C)C(C)C.CN([C:41]([O:45]N1N=NC2C=CC=NC1=2)=[N+](C)C)C.F[P-](F)(F)(F)(F)F. (4) Given the product [C:28]([O:27][C:25]([NH:32][C@@H:33]([CH2:34][CH:35]([CH3:37])[CH3:36])[CH2:38][O:39][C:2]1[CH:7]=[CH:6][C:5]([C:8]2[C:13]([C:14]([O:16][CH3:17])=[O:15])=[CH:12][N:11]=[CH:10][CH:9]=2)=[C:4]([F:18])[CH:3]=1)=[O:26])([CH3:31])([CH3:30])[CH3:29], predict the reactants needed to synthesize it. The reactants are: Cl[C:2]1[CH:7]=[CH:6][C:5]([C:8]2[C:13]([C:14]([O:16][CH3:17])=[O:15])=[CH:12][N:11]=[CH:10][CH:9]=2)=[C:4]([F:18])[CH:3]=1.C(=O)([O-])[O-].[Cs+].[Cs+].[C:25]([NH:32][C@H:33]([CH2:38][OH:39])[CH2:34][CH:35]([CH3:37])[CH3:36])([O:27][C:28]([CH3:31])([CH3:30])[CH3:29])=[O:26].C(P(C(C)(C)C)C1C=CC=CC=1C1C(C(C)C)=CC(C(C)C)=CC=1C(C)C)(C)(C)C. (5) Given the product [CH3:1][C:2]1[O:6][C:5]([C:7]2[CH:8]=[CH:9][C:10]([O:13][CH2:14][C:15]3[CH:20]=[CH:19][CH:18]=[CH:17][N:16]=3)=[CH:11][CH:12]=2)=[N:4][C:3]=1[CH2:21][CH2:22][N:26]1[CH2:27][CH2:28][CH2:29][CH:25]1[CH3:24], predict the reactants needed to synthesize it. The reactants are: [CH3:1][C:2]1[O:6][C:5]([C:7]2[CH:12]=[CH:11][C:10]([O:13][CH2:14][C:15]3[CH:20]=[CH:19][CH:18]=[CH:17][N:16]=3)=[CH:9][CH:8]=2)=[N:4][C:3]=1[CH2:21][CH2:22]O.[CH3:24][CH:25]1[CH2:29][CH2:28][CH2:27][NH:26]1. (6) Given the product [F:1][CH:2]1[C:7]([F:8])([F:9])[C:6]2([CH2:12][CH2:13][CH3:14])[CH2:10][CH2:11][C:3]1([OH:15])[CH2:4][CH2:5]2, predict the reactants needed to synthesize it. The reactants are: [F:1][CH:2]1[C:7]([F:9])([F:8])[C:6]2([CH2:12][CH2:13][CH3:14])[CH2:10][CH2:11][C:3]1([O:15]C(CCCCC)=O)[CH2:4][CH2:5]2.[OH-].[K+].O.Cl. (7) The reactants are: [CH3:1][S:2]([C:5]1[CH:25]=[CH:24][C:8]([CH2:9][N:10]2[CH:19]=[CH:18][C:17]3[C:12](=[CH:13][C:14]([C:20](O)=[O:21])=[CH:15][CH:16]=3)[C:11]2=[O:23])=[CH:7][CH:6]=1)(=[O:4])=[O:3].[CH3:26][O:27][C:28]1[CH:29]=[C:30]([CH:33]=[CH:34][CH:35]=1)[CH2:31][NH2:32]. Given the product [CH3:26][O:27][C:28]1[CH:29]=[C:30]([CH:33]=[CH:34][CH:35]=1)[CH2:31][NH:32][C:20]([C:14]1[CH:13]=[C:12]2[C:17]([CH:18]=[CH:19][N:10]([CH2:9][C:8]3[CH:7]=[CH:6][C:5]([S:2]([CH3:1])(=[O:3])=[O:4])=[CH:25][CH:24]=3)[C:11]2=[O:23])=[CH:16][CH:15]=1)=[O:21], predict the reactants needed to synthesize it.